Predict the product of the given reaction. From a dataset of Forward reaction prediction with 1.9M reactions from USPTO patents (1976-2016). Given the reactants [OH:1][C:2]1[CH:11]=[C:10]2[C:5]([CH2:6][CH2:7][C:8](=[O:12])[NH:9]2)=[CH:4][CH:3]=1.C1C(=O)N([Br:20])C(=O)C1, predict the reaction product. The product is: [Br:20][C:3]1[CH:4]=[C:5]2[C:10](=[CH:11][C:2]=1[OH:1])[NH:9][C:8](=[O:12])[CH2:7][CH2:6]2.